From a dataset of Reaction yield outcomes from USPTO patents with 853,638 reactions. Predict the reaction yield, written as a fraction of the theoretical maximum amount of product (1.0 means a 100% yield; for example, 0.34 means a 34% yield). The reactants are CN(C)C=O.[F:6][C:7]1[CH:8]=[CH:9][C:10]([CH2:13][OH:14])=[N:11][CH:12]=1.[H-].[Na+].[F:17][C:18]1[CH:19]=[C:20]([CH:23]=[CH:24][C:25]=1F)[CH:21]=[O:22]. The catalyst is O. The product is [F:17][C:18]1[CH:19]=[C:20]([CH:23]=[CH:24][C:25]=1[O:14][CH2:13][C:10]1[CH:9]=[CH:8][C:7]([F:6])=[CH:12][N:11]=1)[CH:21]=[O:22]. The yield is 0.422.